From a dataset of Full USPTO retrosynthesis dataset with 1.9M reactions from patents (1976-2016). Predict the reactants needed to synthesize the given product. (1) The reactants are: C([O:5][N:6]=[C:7]1[C:16]2[C:11](=[CH:12][C:13]([C:17]#[C:18][C:19]3[CH:24]=[CH:23][CH:22]=[C:21]([OH:25])[CH:20]=3)=[CH:14][CH:15]=2)[O:10][C:9]([C:26]2[N:27]=[CH:28][C:29]3[C:34]([CH:35]=2)=[CH:33][CH:32]=[CH:31][CH:30]=3)=[CH:8]1)(C)(C)C.[CH3:36][N:37]1[CH2:42][CH2:41][N:40]([CH2:43][CH2:44]O)[CH2:39][CH2:38]1. Given the product [CH:28]1[C:29]2[C:34](=[CH:33][CH:32]=[CH:31][CH:30]=2)[CH:35]=[C:26]([C:9]2[O:10][C:11]3[C:16]([C:7](=[N:6][OH:5])[CH:8]=2)=[CH:15][CH:14]=[C:13]([C:17]#[C:18][C:19]2[CH:24]=[CH:23][CH:22]=[C:21]([O:25][CH2:44][CH2:43][N:40]4[CH2:41][CH2:42][N:37]([CH3:36])[CH2:38][CH2:39]4)[CH:20]=2)[CH:12]=3)[N:27]=1, predict the reactants needed to synthesize it. (2) Given the product [CH2:1]1[C:10]2[C:5](=[CH:6][CH:7]=[CH:8][CH:9]=2)[CH2:4][CH2:3][NH:2]1, predict the reactants needed to synthesize it. The reactants are: [CH2:1]1[C:10]2[C:5](=[CH:6][CH:7]=[CH:8][CH:9]=2)[CH2:4][CH2:3][N:2]1C(C1NC2C(C=1)=CC(O)=CC=2)=O.OC1C=C2C(=CC=1)NC(C(O)=O)=C2. (3) Given the product [CH2:1]([C:8]1[C:17]([O:18][C:30]2[CH:31]=[CH:32][CH:33]=[C:28]([Cl:27])[CH:29]=2)=[CH:16][CH:15]=[C:14]2[C:9]=1[C:10](=[O:26])[N:11]([CH2:21][CH2:44][CH2:49][OH:50])[C:12](=[O:20])[N:13]2[CH3:19])[C:2]1[CH:3]=[CH:4][CH:5]=[CH:6][CH:7]=1, predict the reactants needed to synthesize it. The reactants are: [CH2:1]([C:8]1[C:17]([OH:18])=[CH:16][CH:15]=[C:14]2[C:9]=1[C:10](=[O:26])[N:11]([CH2:21]CCCO)[C:12](=[O:20])[N:13]2[CH3:19])[C:2]1[CH:7]=[CH:6][CH:5]=[CH:4][CH:3]=1.[Cl:27][C:28]1[CH:33]=[CH:32][CH:31]=[C:30](I)[CH:29]=1.[O-]P([O-])([O-])=O.[K+].[K+].[K+].N1C=CC=C[C:44]=1[C:49](O)=[O:50]. (4) Given the product [F:74][C:72]1[CH:71]=[CH:70][C:69]([C:75]([F:77])([F:76])[F:78])=[C:68]([CH:73]=1)[C:67]([N:64]1[CH2:65][CH2:66][N:61]([C:59](=[O:60])[CH2:58][NH:57][C:43]([C:40]2[CH:39]=[C:38]([C:35]3[CH:34]=[CH:33][C:32]([OH:31])=[CH:37][CH:36]=3)[O:42][N:41]=2)=[O:45])[CH2:62][CH2:63]1)=[O:79], predict the reactants needed to synthesize it. The reactants are: CCN(C(C)C)C(C)C.C1C=CC2N(O)N=NC=2C=1.CCN=C=NCCCN(C)C.[OH:31][C:32]1[CH:37]=[CH:36][C:35]([C:38]2[O:42][N:41]=[C:40]([C:43]([OH:45])=O)[CH:39]=2)=[CH:34][CH:33]=1.OC1C=CC(C(=O)C)=CC=1.Cl.[NH2:57][CH2:58][C:59]([N:61]1[CH2:66][CH2:65][N:64]([C:67](=[O:79])[C:68]2[CH:73]=[C:72]([F:74])[CH:71]=[CH:70][C:69]=2[C:75]([F:78])([F:77])[F:76])[CH2:63][CH2:62]1)=[O:60].FC1C=CC(C(F)(F)F)=C(C=1)C(O)=O. (5) Given the product [Br:1][C:2]1[CH:3]=[CH:4][C:5]([C:9]([OH:11])=[O:10])=[N:6][C:7]=1[O:17][CH2:16][C:15]([F:19])([F:18])[F:14], predict the reactants needed to synthesize it. The reactants are: [Br:1][C:2]1[CH:3]=[CH:4][C:5]([C:9]([OH:11])=[O:10])=[N:6][C:7]=1Cl.[OH-].[K+].[F:14][C:15]([F:19])([F:18])[CH2:16][OH:17]. (6) Given the product [CH:17]([C@H:14]1[NH:13][CH2:12][C:11]2[CH:10]=[CH:9][C:4]([C:5]([O:7][CH3:8])=[O:6])=[CH:3][C:2]=2[O:16][CH2:15]1)([CH3:19])[CH3:18], predict the reactants needed to synthesize it. The reactants are: Br[C:2]1[CH:3]=[C:4]([CH:9]=[CH:10][C:11]=1[CH2:12][NH:13][C@H:14]([CH:17]([CH3:19])[CH3:18])[CH2:15][OH:16])[C:5]([O:7][CH3:8])=[O:6].C([O-])([O-])=O.[K+].[K+].